From a dataset of Forward reaction prediction with 1.9M reactions from USPTO patents (1976-2016). Predict the product of the given reaction. (1) Given the reactants C(N(CC)C(C)C)(C)C.[Cl:10][C:11]1[CH:12]=[C:13]([C:18]2[N:22]([C:23]3[CH:28]=[CH:27][CH:26]=[CH:25][N:24]=3)[N:21]=[C:20]([C:29]([OH:31])=O)[CH:19]=2)[CH:14]=[C:15]([F:17])[CH:16]=1.Cl.[NH:33]1[CH:37]=[CH:36][NH:35][C:34]1=O.CN(C([O:46]N1N=NC2C=CC=NC1=2)=[N+](C)C)C.F[P-](F)(F)(F)(F)F, predict the reaction product. The product is: [Cl:10][C:11]1[CH:12]=[C:13]([C:18]2[N:22]([C:23]3[CH:28]=[CH:27][CH:26]=[CH:25][N:24]=3)[N:21]=[C:20]([C:29]([N:33]3[CH2:37][C:36](=[O:46])[NH:35][CH2:34]3)=[O:31])[CH:19]=2)[CH:14]=[C:15]([F:17])[CH:16]=1. (2) Given the reactants [CH2:1]([C:5]12[CH2:18][CH2:17][C:16](=[O:19])[CH:15]=[C:14]1[C:13]1[C:8](=[CH:9][C:10]([O:20][CH3:21])=[CH:11][CH:12]=1)[CH2:7][CH2:6]2)[CH2:2][CH2:3][CH3:4].C([O-])(O)=O.[Na+].[Br:27]Br, predict the reaction product. The product is: [Br:27][C:15]1[C:16](=[O:19])[CH2:17][CH2:18][C:5]2([CH2:1][CH2:2][CH2:3][CH3:4])[C:14]=1[C:13]1[C:8](=[CH:9][C:10]([O:20][CH3:21])=[CH:11][CH:12]=1)[CH2:7][CH2:6]2. (3) Given the reactants C(N(CC)CC)C.[Br:8][C:9]1[C:10]([F:19])=[C:11]2[C:17]([NH2:18])=[CH:16][NH:15][C:12]2=[N:13][CH:14]=1.C[C:21]1([C:24]([OH:26])=O)[CH2:23][CH2:22]1.[O:27]=[C:28]1N(P(Cl)(N2CCOC2=O)=O)CCO1, predict the reaction product. The product is: [Br:8][C:9]1[C:10]([F:19])=[C:11]2[C:17]([NH:18][C:24]([C:21]3([O:27][CH3:28])[CH2:23][CH2:22]3)=[O:26])=[CH:16][NH:15][C:12]2=[N:13][CH:14]=1. (4) Given the reactants C(N(CC)CC)C.[CH:8]([C:10]1[C:18]2[C:13](=[CH:14][CH:15]=[CH:16][CH:17]=2)[N:12](C(OC(C)(C)C)=O)[CH:11]=1)=[O:9].[CH3:26][O:27][C:28]1[CH:29]=[C:30]([CH:41]=[CH:42][CH:43]=1)[N:31]=[CH:32][C:33]1[CH:34]=[N:35][CH:36]=[C:37]([O:39][CH3:40])[CH:38]=1, predict the reaction product. The product is: [NH:12]1[C:13]2[C:18](=[CH:17][CH:16]=[CH:15][CH:14]=2)[C:10]([C:8](=[O:9])[CH:32]([NH:31][C:30]2[CH:41]=[CH:42][CH:43]=[C:28]([O:27][CH3:26])[CH:29]=2)[C:33]2[CH:34]=[N:35][CH:36]=[C:37]([O:39][CH3:40])[CH:38]=2)=[CH:11]1. (5) Given the reactants [F:1][C:2]([F:19])([F:18])[C:3]1[CH:8]=[CH:7][C:6]([NH:9][C@H:10]([CH2:16][CH3:17])[CH2:11][C:12](OC)=[O:13])=[CH:5][CH:4]=1.[NH3:20], predict the reaction product. The product is: [F:1][C:2]([F:19])([F:18])[C:3]1[CH:8]=[CH:7][C:6]([NH:9][C@H:10]([CH2:16][CH3:17])[CH2:11][C:12]([NH2:20])=[O:13])=[CH:5][CH:4]=1. (6) Given the reactants [O:1]([CH2:8][C:9]1[N:13]([CH2:14][C:15]2[CH:20]=[CH:19][C:18]([O:21][C:22]([F:25])([F:24])[F:23])=[CH:17][CH:16]=2)[C:12]2[CH:26]=[CH:27][C:28]([C:30](O)=[O:31])=[CH:29][C:11]=2[N:10]=1)[C:2]1[CH:7]=[CH:6][CH:5]=[CH:4][CH:3]=1.CC(C)N=C=NC(C)C.[CH2:42]([NH2:48])[CH2:43][CH2:44][CH2:45][CH2:46][CH3:47], predict the reaction product. The product is: [CH2:42]([NH:48][C:30]([C:28]1[CH:27]=[CH:26][C:12]2[N:13]([CH2:14][C:15]3[CH:20]=[CH:19][C:18]([O:21][C:22]([F:23])([F:25])[F:24])=[CH:17][CH:16]=3)[C:9]([CH2:8][O:1][C:2]3[CH:3]=[CH:4][CH:5]=[CH:6][CH:7]=3)=[N:10][C:11]=2[CH:29]=1)=[O:31])[CH2:43][CH2:44][CH2:45][CH2:46][CH3:47]. (7) Given the reactants [CH2:1]([C:8]1[CH2:12][CH2:11][CH2:10][N:9]=1)[C:2]1[CH:7]=[CH:6][CH:5]=[CH:4][CH:3]=1.C([O-])(O)=O.[Na+].Cl[CH2:19][CH:20]=O, predict the reaction product. The product is: [C:2]1([C:1]2[CH:19]=[CH:20][N:9]3[C:8]=2[CH2:12][CH2:11][CH2:10]3)[CH:7]=[CH:6][CH:5]=[CH:4][CH:3]=1. (8) Given the reactants N1C=CN=C1.[Si:6](Cl)([C:9]([CH3:12])([CH3:11])[CH3:10])([CH3:8])[CH3:7].[C:14]([O:25][CH2:26]C)(=[O:24])[C:15]1[CH:23]=[CH:22][C:20]([OH:21])=[C:17]([O:18][CH3:19])[CH:16]=1, predict the reaction product. The product is: [CH3:26][O:25][C:14](=[O:24])[C:15]1[CH:23]=[CH:22][C:20]([O:21][Si:6]([C:9]([CH3:12])([CH3:11])[CH3:10])([CH3:8])[CH3:7])=[C:17]([O:18][CH3:19])[CH:16]=1.